Dataset: Catalyst prediction with 721,799 reactions and 888 catalyst types from USPTO. Task: Predict which catalyst facilitates the given reaction. (1) Reactant: FC(F)(F)C(O)=O.[F:8][C:9]1[CH:14]=[CH:13][C:12]([C@@H:15]([NH:17][C:18]2[CH:23]=[C:22]([C:24]3[CH:28]=[CH:27][N:26](COCC[Si](C)(C)C)[N:25]=3)[CH:21]=[C:20]([NH:37][C:38]3[CH:43]=[N:42][CH:41]=[CH:40][N:39]=3)[N:19]=2)[CH3:16])=[CH:11][CH:10]=1. Product: [F:8][C:9]1[CH:14]=[CH:13][C:12]([C@@H:15]([NH:17][C:18]2[CH:23]=[C:22]([C:24]3[CH:28]=[CH:27][NH:26][N:25]=3)[CH:21]=[C:20]([NH:37][C:38]3[CH:43]=[N:42][CH:41]=[CH:40][N:39]=3)[N:19]=2)[CH3:16])=[CH:11][CH:10]=1. The catalyst class is: 6. (2) Reactant: [BrH:1].C1(O[CH2:9][C:10]2[CH:17]=[C:16]([C@:18]3([O:36][C@H:35]([CH2:37][O:38][C:39](=[O:41])[CH3:40])[C@@H:30]([O:31][C:32](=[O:34])[CH3:33])[C@H:25]([O:26][C:27](=[O:29])[CH3:28])[C@H:20]3[O:21][C:22](=[O:24])[CH3:23])[OH:19])[CH:15]=[CH:14][C:11]=2[C:12]#[N:13])C=CC=CC=1.C(OC(=O)C)(=O)C.C(=O)([O-])[O-].[K+].[K+]. Product: [Br:1][CH2:9][C:10]1[CH:17]=[C:16]([C@:18]2([O:36][C@H:35]([CH2:37][O:38][C:39](=[O:41])[CH3:40])[C@@H:30]([O:31][C:32](=[O:34])[CH3:33])[C@H:25]([O:26][C:27](=[O:29])[CH3:28])[C@H:20]2[O:21][C:22](=[O:24])[CH3:23])[OH:19])[CH:15]=[CH:14][C:11]=1[C:12]#[N:13]. The catalyst class is: 15. (3) Reactant: [N:1]1[C:10]2[C:5](=[CH:6][CH:7]=[CH:8][CH:9]=2)[CH:4]=[CH:3][CH:2]=1.[CH2:11]1[C@@H:15]([CH2:16][CH2:17][CH2:18][CH2:19][C:20]([OH:22])=[O:21])[S:14][S:13][CH2:12]1. Product: [N:1]1[C:10]2[C:5](=[CH:6][CH:7]=[CH:8][CH:9]=2)[CH:4]=[CH:3][CH:2]=1.[CH2:11]1[C@@H:15]([CH2:16][CH2:17][CH2:18][CH2:19][C:20]([OH:22])=[O:21])[S:14][S:13][CH2:12]1. The catalyst class is: 6. (4) Reactant: [Br:1][CH2:2][CH2:3][CH2:4][CH2:5][CH2:6][CH2:7][O:8][CH2:9][CH2:10][CH2:11][CH2:12][C:13]1[CH:14]=[C:15]([CH:17]=[CH:18][CH:19]=1)[NH2:16].[C:20]1([N:26]=[C:27]=[O:28])[CH:25]=[CH:24][CH:23]=[CH:22][CH:21]=1.CO. Product: [Br:1][CH2:2][CH2:3][CH2:4][CH2:5][CH2:6][CH2:7][O:8][CH2:9][CH2:10][CH2:11][CH2:12][C:13]1[CH:14]=[C:15]([NH:16][C:27]([NH:26][C:20]2[CH:25]=[CH:24][CH:23]=[CH:22][CH:21]=2)=[O:28])[CH:17]=[CH:18][CH:19]=1. The catalyst class is: 2. (5) Reactant: [CH3:1][O:2][C:3]([C:5]1[C:10]([N:11]([C:19]([O:21][C:22]([CH3:25])([CH3:24])[CH3:23])=[O:20])[C:12]([O:14][C:15]([CH3:18])([CH3:17])[CH3:16])=[O:13])=[N:9][C:8]([CH:26]=C)=[CH:7][N:6]=1)=[O:4].C(=O)(O)[O-:29].[Na+].CSC. Product: [CH3:1][O:2][C:3]([C:5]1[C:10]([N:11]([C:19]([O:21][C:22]([CH3:25])([CH3:24])[CH3:23])=[O:20])[C:12]([O:14][C:15]([CH3:16])([CH3:18])[CH3:17])=[O:13])=[N:9][C:8]([CH:26]=[O:29])=[CH:7][N:6]=1)=[O:4]. The catalyst class is: 61. (6) Reactant: [C:1]([NH:4][NH2:5])(=[O:3])[CH3:2].C([O-])([O-])=O.[Na+].[Na+].[Cl:12][CH2:13][C:14](Cl)=[O:15]. Product: [C:1]([N:4]([C:14](=[O:15])[CH2:13][Cl:12])[NH2:5])(=[O:3])[CH3:2]. The catalyst class is: 6.